This data is from Reaction yield outcomes from USPTO patents with 853,638 reactions. The task is: Predict the reaction yield, written as a fraction of the theoretical maximum amount of product (1.0 means a 100% yield; for example, 0.34 means a 34% yield). (1) The reactants are [ClH:1].[N+:2]([C:5]1[CH:14]=[C:13]2[C:8]([CH2:9][CH2:10][NH:11][CH2:12]2)=[CH:7][CH:6]=1)([O-])=O.Cl.O.[OH-].[Na+]. The catalyst is CCO.O=[Pt]=O. The product is [ClH:1].[ClH:1].[NH2:2][C:5]1[CH:14]=[C:13]2[C:8]([CH2:9][CH2:10][NH:11][CH2:12]2)=[CH:7][CH:6]=1. The yield is 0.922. (2) The reactants are Cl[C:2]1[CH:7]=[CH:6][C:5]([N+:8]([O-:10])=[O:9])=[CH:4][C:3]=1[O:11][CH3:12].[CH3:13][C:14]1[N:18]=[CH:17][NH:16][N:15]=1.[OH-].[K+].Cl. The catalyst is CS(C)=O.O. The product is [CH3:12][O:11][C:3]1[CH:4]=[C:5]([N+:8]([O-:10])=[O:9])[CH:6]=[CH:7][C:2]=1[N:16]1[CH:17]=[N:18][C:14]([CH3:13])=[N:15]1. The yield is 0.0600. (3) The reactants are [Br:1][C:2]1[C:11]([O:12][Si:13]([C:16]([CH3:19])([CH3:18])[CH3:17])([CH3:15])[CH3:14])=[C:10]2[C:5]([CH:6]=[CH:7][C:8]([CH:20]=O)=[N:9]2)=[CH:4][CH:3]=1.[NH:22]([C:24]1[CH:29]=[CH:28][CH:27]=[CH:26][N:25]=1)[NH2:23]. The catalyst is CCO. The product is [Br:1][C:2]1[C:11]([O:12][Si:13]([C:16]([CH3:19])([CH3:18])[CH3:17])([CH3:15])[CH3:14])=[C:10]2[C:5]([CH:6]=[CH:7][C:8]([CH:20]=[N:23][NH:22][C:24]3[CH:29]=[CH:28][CH:27]=[CH:26][N:25]=3)=[N:9]2)=[CH:4][CH:3]=1. The yield is 0.730. (4) The reactants are [OH:1][C:2]1[CH:3]=[C:4]([C:10](=O)[CH3:11])[CH:5]=[CH:6][C:7]=1[O:8][CH3:9].Cl.[F:14][C:15]1[CH:16]=[C:17]([CH:21]=[CH:22][CH:23]=1)[CH2:18][O:19][NH2:20]. No catalyst specified. The product is [F:14][C:15]1[CH:16]=[C:17]([CH:21]=[CH:22][CH:23]=1)[CH2:18][O:19]/[N:20]=[C:10](/[C:4]1[CH:5]=[CH:6][C:7]([O:8][CH3:9])=[C:2]([OH:1])[CH:3]=1)\[CH3:11]. The yield is 0.820.